This data is from Forward reaction prediction with 1.9M reactions from USPTO patents (1976-2016). The task is: Predict the product of the given reaction. (1) Given the reactants [C:1]([CH2:3][C:4]1([N:15]2[CH:19]=[C:18]([C:20]3[N:25]4[CH:26]=[CH:27][N:28]=[C:24]4[CH:23]=[C:22]([C:29]4[CH:34]=[CH:33][C:32]([O:35][CH3:36])=[CH:31][CH:30]=4)[N:21]=3)[CH:17]=[N:16]2)[CH2:7][N:6](C(OC(C)(C)C)=O)[CH2:5]1)#[N:2].[ClH:37], predict the reaction product. The product is: [ClH:37].[ClH:37].[CH3:36][O:35][C:32]1[CH:31]=[CH:30][C:29]([C:22]2[N:21]=[C:20]([C:18]3[CH:17]=[N:16][N:15]([C:4]4([CH2:3][C:1]#[N:2])[CH2:7][NH:6][CH2:5]4)[CH:19]=3)[N:25]3[CH:26]=[CH:27][N:28]=[C:24]3[CH:23]=2)=[CH:34][CH:33]=1. (2) Given the reactants [Cl:1][C:2]1[CH:3]=[CH:4][C:5]([C:29]#[N:30])=[C:6]([C:8]2[C:13]([O:14][CH3:15])=[CH:12][N:11]([CH:16]([CH2:20][C:21]3([CH3:27])[CH2:26][CH2:25][O:24][CH2:23][CH2:22]3)[C:17](O)=[O:18])[C:10](=[O:28])[CH:9]=2)[CH:7]=1.[NH2:31][C:32]1[CH:42]=[CH:41][C:35]([C:36]([O:38][CH2:39][CH3:40])=[O:37])=[CH:34][CH:33]=1.CC(C)N=C=NC(C)C.C(#N)C.O, predict the reaction product. The product is: [Cl:1][C:2]1[CH:3]=[CH:4][C:5]([C:29]#[N:30])=[C:6]([C:8]2[C:13]([O:14][CH3:15])=[CH:12][N:11]([CH:16]([CH2:20][C:21]3([CH3:27])[CH2:26][CH2:25][O:24][CH2:23][CH2:22]3)[C:17]([NH:31][C:32]3[CH:33]=[CH:34][C:35]([C:36]([O:38][CH2:39][CH3:40])=[O:37])=[CH:41][CH:42]=3)=[O:18])[C:10](=[O:28])[CH:9]=2)[CH:7]=1. (3) Given the reactants [Br:1][C:2]1[CH:6]=[C:5]([N:7]([CH2:11][CH:12]=[O:13])[CH2:8][CH2:9][CH3:10])[S:4][C:3]=1[C:14]#[N:15].[CH3:16][Mg+].[Br-].[Cl-].[NH4+], predict the reaction product. The product is: [Br:1][C:2]1[CH:6]=[C:5]([N:7]([CH2:11][CH:12]([OH:13])[CH3:16])[CH2:8][CH2:9][CH3:10])[S:4][C:3]=1[C:14]#[N:15]. (4) Given the reactants [NH:1]1[CH2:6][CH2:5][CH2:4][C:3]2([O:11][C:10]3[C:12]4[C:17]([C:18](=[O:21])[C:19](=[O:20])[C:9]=3[S:8][CH2:7]2)=[CH:16][CH:15]=[CH:14][CH:13]=4)[CH2:2]1.[C:22]([C:26]1[CH:36]=[CH:35][C:29]([O:30][CH2:31][C@@H:32]2[CH2:34][O:33]2)=[CH:28][CH:27]=1)([CH3:25])([CH3:24])[CH3:23], predict the reaction product. The product is: [C:22]([C:26]1[CH:36]=[CH:35][C:29]([O:30][CH2:31][C@@H:32]([OH:33])[CH2:34][N:1]2[CH2:6][CH2:5][CH2:4][C:3]3([O:11][C:10]4[C:12]5[C:17]([C:18](=[O:21])[C:19](=[O:20])[C:9]=4[S:8][CH2:7]3)=[CH:16][CH:15]=[CH:14][CH:13]=5)[CH2:2]2)=[CH:28][CH:27]=1)([CH3:23])([CH3:24])[CH3:25]. (5) Given the reactants FC(F)(F)C(O)=O.[CH2:8]([O:15][C:16](=[O:33])[CH2:17][C@@H:18]([NH2:32])[C:19]([NH:21][C@@H:22]([CH2:25][C:26]1[CH:31]=[CH:30][CH:29]=[CH:28][CH:27]=1)[CH2:23][OH:24])=[O:20])[C:9]1[CH:14]=[CH:13][CH:12]=[CH:11][CH:10]=1.CO[CH:36]1[CH:40]([C:41]2[CH:46]=[CH:45][C:44]([C:47]3[CH:52]=[CH:51][C:50]([C:53]#[N:54])=[CH:49][CH:48]=3)=[CH:43][CH:42]=2)[CH2:39][CH:38](OC)O1, predict the reaction product. The product is: [CH2:8]([O:15][C:16](=[O:33])[CH2:17][C@@H:18]([N:32]1[CH:38]=[CH:39][C:40]([C:41]2[CH:46]=[CH:45][C:44]([C:47]3[CH:48]=[CH:49][C:50]([C:53]#[N:54])=[CH:51][CH:52]=3)=[CH:43][CH:42]=2)=[CH:36]1)[C:19]([NH:21][C@@H:22]([CH2:25][C:26]1[CH:31]=[CH:30][CH:29]=[CH:28][CH:27]=1)[CH2:23][OH:24])=[O:20])[C:9]1[CH:10]=[CH:11][CH:12]=[CH:13][CH:14]=1. (6) Given the reactants C(O)(=O)C.[NH:5]1[CH2:10][CH2:9][CH:8]([N:11]2[C:15]3[CH:16]=[CH:17][CH:18]=[CH:19][C:14]=3[NH:13][C:12]2=[O:20])[CH2:7][CH2:6]1.[CH3:21][O:22][CH2:23][C:24]1[O:28][C:27]([CH:29]=O)=[CH:26][CH:25]=1.[BH-](OC(C)=O)(OC(C)=O)OC(C)=O.[Na+], predict the reaction product. The product is: [CH3:21][O:22][CH2:23][C:24]1[O:28][C:27]([CH2:29][N:5]2[CH2:6][CH2:7][CH:8]([N:11]3[C:15]4[CH:16]=[CH:17][CH:18]=[CH:19][C:14]=4[NH:13][C:12]3=[O:20])[CH2:9][CH2:10]2)=[CH:26][CH:25]=1.